Dataset: Reaction yield outcomes from USPTO patents with 853,638 reactions. Task: Predict the reaction yield, written as a fraction of the theoretical maximum amount of product (1.0 means a 100% yield; for example, 0.34 means a 34% yield). (1) The reactants are [NH2:1][C:2]1[CH:7]=[CH:6][C:5]([S:8]([NH:11][C:12]([CH3:15])([CH3:14])[CH3:13])(=[O:10])=[O:9])=[CH:4][CH:3]=1.[F:16][C:17]1[CH:18]=[C:19]([CH:22]=[CH:23][C:24]=1[O:25][CH3:26])[CH:20]=O. The catalyst is C1(C)C=CC=CC=1. The product is [C:12]([NH:11][S:8]([C:5]1[CH:6]=[CH:7][C:2]([N:1]=[CH:20][C:19]2[CH:22]=[CH:23][C:24]([O:25][CH3:26])=[C:17]([F:16])[CH:18]=2)=[CH:3][CH:4]=1)(=[O:10])=[O:9])([CH3:15])([CH3:14])[CH3:13]. The yield is 1.00. (2) The reactants are [Cl:1][C:2]1[CH:10]=[C:9]2[C:5]([C:6]([C:11]([O:13]C)=[O:12])=[CH:7][NH:8]2)=[CH:4][C:3]=1[C:15]1[CH:20]=[CH:19][C:18]([O:21][CH2:22][C@@H:23]2[CH2:27][CH2:26][CH2:25][NH:24]2)=[CH:17][CH:16]=1.[OH-].[Na+]. The catalyst is CO. The product is [Cl:1][C:2]1[CH:10]=[C:9]2[C:5]([C:6]([C:11]([OH:13])=[O:12])=[CH:7][NH:8]2)=[CH:4][C:3]=1[C:15]1[CH:16]=[CH:17][C:18]([O:21][CH2:22][C@@H:23]2[CH2:27][CH2:26][CH2:25][NH:24]2)=[CH:19][CH:20]=1. The yield is 0.110. (3) The reactants are Br[CH2:2][CH2:3][CH2:4][CH:5]1[CH2:10][CH2:9][CH2:8][CH2:7][CH2:6]1.[CH3:11][C:12]1[C:17]([CH3:18])=[CH:16][C:15]([NH2:19])=[C:14]([NH2:20])[CH:13]=1.C(=O)(O)[O-].[Na+]. The catalyst is [I-].C([N+](CCCC)(CCCC)CCCC)CCC.C1(C)C=CC=CC=1. The product is [CH:5]1([CH2:4][CH2:3][CH2:2][NH:19][C:15]2[C:14]([NH2:20])=[CH:13][C:12]([CH3:11])=[C:17]([CH3:18])[CH:16]=2)[CH2:10][CH2:9][CH2:8][CH2:7][CH2:6]1. The yield is 0.660.